From a dataset of Catalyst prediction with 721,799 reactions and 888 catalyst types from USPTO. Predict which catalyst facilitates the given reaction. (1) Reactant: [Cl:1][C:2]1[CH:7]=[C:6]([C:8]2([CH3:13])OCC[O:9]2)[CH:5]=[C:4]([Cl:14])[C:3]=1[NH:15][C:16]1[C:25]2[CH:26]=[CH:27][N:28]=[C:29]([O:30]CC)[C:24]=2[C:23]2[C:18](=[CH:19][CH:20]=[N:21][CH:22]=2)[N:17]=1.ClC1C=C(C2(C)OCCO2)C=C(Cl)C=1NC1C2C=CN=C(OC)C=2C2C(=CC=NC=2)N=1.Cl.C([O-])(O)=O.[Na+]. Product: [C:8]([C:6]1[CH:5]=[C:4]([Cl:14])[C:3]([NH:15][C:16]2[C:25]3[CH:26]=[CH:27][NH:28][C:29](=[O:30])[C:24]=3[C:23]3[C:18](=[CH:19][CH:20]=[N:21][CH:22]=3)[N:17]=2)=[C:2]([Cl:1])[CH:7]=1)(=[O:9])[CH3:13]. The catalyst class is: 1. (2) Reactant: [NH2:1][CH2:2][CH:3]([OH:5])[CH3:4].[C:6](Cl)(=[O:13])[C:7]1[CH:12]=[CH:11][N:10]=[CH:9][CH:8]=1.C(N(CC)CC)C. Product: [OH:5][CH:3]([CH3:4])[CH2:2][NH:1][C:6](=[O:13])[C:7]1[CH:12]=[CH:11][N:10]=[CH:9][CH:8]=1. The catalyst class is: 4. (3) Reactant: C([O:3][C:4](=O)[CH2:5][CH:6]1[S:10][C:9]([C:11]2[NH:12][C:13]3[C:18]([CH:19]=2)=[CH:17][CH:16]=[CH:15][C:14]=3[N:20]([CH3:29])[S:21]([C:24]2[S:25][CH:26]=[CH:27][CH:28]=2)(=[O:23])=[O:22])=[N:8][CH2:7]1)C.[BH4-].[Li+].O1CCCC1.C(O)(=O)CC(CC(O)=O)(C(O)=O)O. Product: [OH:3][CH2:4][CH2:5][CH:6]1[S:10][C:9]([C:11]2[NH:12][C:13]3[C:18]([CH:19]=2)=[CH:17][CH:16]=[CH:15][C:14]=3[N:20]([CH3:29])[S:21]([C:24]2[S:25][CH:26]=[CH:27][CH:28]=2)(=[O:23])=[O:22])=[N:8][CH2:7]1. The catalyst class is: 5. (4) Reactant: Cl.[F:2][C:3]1[C:4]([C:16]([F:19])([F:18])[F:17])=[C:5]([CH:10]2[CH2:15][CH2:14][NH:13][CH2:12][CH2:11]2)[CH:6]=[C:7]([F:9])[CH:8]=1.[C:20]([O:24][C:25](C1NCC2NN=C(C(O)=O)C=2C1)=[O:26])([CH3:23])([CH3:22])[CH3:21].C([N:42]([CH:45](C)C)CC)(C)C.CN(C(ON1[N:64]=[N:63][C:58]2[CH:59]=[CH:60][CH:61]=[CH:62][C:57]1=2)=[N+](C)C)C.F[P-](F)(F)(F)(F)F.CN(C=[O:76])C. Product: [F:2][C:3]1[C:4]([C:16]([F:19])([F:18])[F:17])=[C:5]([CH:10]2[CH2:11][CH2:12][N:13]([C:61]([C:60]3[C:59]4[CH2:45][N:42]([C:25]([O:24][C:20]([CH3:21])([CH3:22])[CH3:23])=[O:26])[CH2:62][CH2:57][C:58]=4[NH:63][N:64]=3)=[O:76])[CH2:14][CH2:15]2)[CH:6]=[C:7]([F:9])[CH:8]=1. The catalyst class is: 6. (5) Reactant: [CH3:1][O:2][C:3]([C:5]1[C:9]([NH:10][C:11](=[O:15])[CH2:12]CCl)=[CH:8][S:7][CH:6]=1)=[O:4].C(=O)([O-])[O-].[K+].[K+].[OH:22][C:23]1[CH:28]=[CH:27][C:26]([C:29]2[CH:34]=[CH:33][CH:32]=[CH:31][CH:30]=2)=[CH:25][CH:24]=1.O. Product: [CH3:1][O:2][C:3]([C:5]1[C:9]([NH:10][C:11](=[O:15])[CH2:12][O:22][C:23]2[CH:24]=[CH:25][C:26]([C:29]3[CH:34]=[CH:33][CH:32]=[CH:31][CH:30]=3)=[CH:27][CH:28]=2)=[CH:8][S:7][CH:6]=1)=[O:4]. The catalyst class is: 9.